This data is from Forward reaction prediction with 1.9M reactions from USPTO patents (1976-2016). The task is: Predict the product of the given reaction. Given the reactants [Cl:1][C:2]1[CH:7]=[CH:6][C:5]([C:8](=[O:18])[NH:9][CH2:10][C:11]2[CH:16]=[CH:15][CH:14]=[C:13]([Cl:17])[CH:12]=2)=[CH:4][C:3]=1[NH:19][C:20]([C:22]1[C:35](=[O:36])[NH:34][C:25]2[N:26]=[C:27](S(C)(=O)=O)[N:28]=[CH:29][C:24]=2[CH:23]=1)=[O:21].[NH:37]1[CH2:42][CH2:41][CH:40]([OH:43])[CH2:39][CH2:38]1.CN(C=O)C, predict the reaction product. The product is: [Cl:1][C:2]1[CH:7]=[CH:6][C:5]([C:8](=[O:18])[NH:9][CH2:10][C:11]2[CH:16]=[CH:15][CH:14]=[C:13]([Cl:17])[CH:12]=2)=[CH:4][C:3]=1[NH:19][C:20]([C:22]1[C:35](=[O:36])[NH:34][C:25]2[N:26]=[C:27]([N:37]3[CH2:42][CH2:41][CH:40]([OH:43])[CH2:39][CH2:38]3)[N:28]=[CH:29][C:24]=2[CH:23]=1)=[O:21].